From a dataset of Forward reaction prediction with 1.9M reactions from USPTO patents (1976-2016). Predict the product of the given reaction. (1) Given the reactants [CH3:1][O:2][C:3]1[C:8]([O:9][CH3:10])=[C:7]([O:11][CH2:12][C:13]2[CH:18]=[CH:17][CH:16]=[CH:15][CH:14]=2)[C:6]([CH3:19])=[C:5]([CH2:20][CH2:21][CH2:22][CH2:23][CH2:24][CH2:25][CH2:26][CH2:27][CH2:28][O:29]C2CCCCO2)[N:4]=1.C1(C)C=CC(S(O)(=O)=O)=CC=1, predict the reaction product. The product is: [CH3:1][O:2][C:3]1[C:8]([O:9][CH3:10])=[C:7]([O:11][CH2:12][C:13]2[CH:18]=[CH:17][CH:16]=[CH:15][CH:14]=2)[C:6]([CH3:19])=[C:5]([CH2:20][CH2:21][CH2:22][CH2:23][CH2:24][CH2:25][CH2:26][CH2:27][CH2:28][OH:29])[N:4]=1. (2) Given the reactants [NH:1]1[CH2:6][CH2:5][NH:4][CH2:3][C:2]1=[O:7].C(N(CC)CC)C.[C:15](O[C:15]([O:17][C:18]([CH3:21])([CH3:20])[CH3:19])=[O:16])([O:17][C:18]([CH3:21])([CH3:20])[CH3:19])=[O:16], predict the reaction product. The product is: [C:18]([O:17][C:15]([N:4]1[CH2:5][CH2:6][NH:1][C:2](=[O:7])[CH2:3]1)=[O:16])([CH3:21])([CH3:20])[CH3:19]. (3) Given the reactants [Cl:1][C:2]1[CH:7]=[CH:6][N:5]=[C:4]2[NH:8][N:9]=[CH:10][C:3]=12.[Br:11]N1C(=O)CCC1=O, predict the reaction product. The product is: [Br:11][C:10]1[C:3]2[C:4](=[N:5][CH:6]=[CH:7][C:2]=2[Cl:1])[NH:8][N:9]=1. (4) The product is: [CH2:11]([NH:10][C:8]([C:7]1[CH:6]=[CH:5][C:4]([N:1]2[C:15]([CH:16]([CH3:18])[CH3:17])=[C:20]([C:21]([OH:23])=[O:22])[N:3]=[N:2]2)=[CH:14][CH:13]=1)=[O:9])[CH3:12]. Given the reactants [N:1]([C:4]1[CH:14]=[CH:13][C:7]([C:8]([NH:10][CH2:11][CH3:12])=[O:9])=[CH:6][CH:5]=1)=[N+:2]=[N-:3].[C:15]([CH2:20][C:21]([O:23]CC)=[O:22])(=O)[CH:16]([CH3:18])[CH3:17].[O-]CC.[Na+].O, predict the reaction product. (5) Given the reactants [O:1]1[CH:5]=[C:4]([C:6](Cl)=[O:7])[N:3]=[CH:2]1.[NH2:9][C:10]1[S:11][C:12]2[CH:18]=[C:17]([O:19][C:20]3[CH:21]=[CH:22][C:23]([CH3:40])=[C:24]([NH:26][C:27](=[O:39])[C:28]4[CH:33]=[CH:32][CH:31]=[C:30]([C:34]([C:37]#[N:38])([CH3:36])[CH3:35])[CH:29]=4)[CH:25]=3)[CH:16]=[CH:15][C:13]=2[N:14]=1, predict the reaction product. The product is: [C:37]([C:34]([C:30]1[CH:29]=[C:28]([CH:33]=[CH:32][CH:31]=1)[C:27]([NH:26][C:24]1[CH:25]=[C:20]([CH:21]=[CH:22][C:23]=1[CH3:40])[O:19][C:17]1[CH:16]=[CH:15][C:13]2[N:14]=[C:10]([NH:9][C:6]([C:4]3[N:3]=[CH:2][O:1][CH:5]=3)=[O:7])[S:11][C:12]=2[CH:18]=1)=[O:39])([CH3:36])[CH3:35])#[N:38].